The task is: Predict which catalyst facilitates the given reaction.. This data is from Catalyst prediction with 721,799 reactions and 888 catalyst types from USPTO. The catalyst class is: 210. Reactant: Cl.[NH2:2][CH2:3][CH2:4][NH:5][C:6](=[O:13])/[CH:7]=[CH:8]/[C:9]([O:11][CH3:12])=[O:10].[CH2:14]1[C@@H:18]([CH2:19][CH2:20][CH2:21][CH2:22][C:23](O)=[O:24])[S:17][S:16][CH2:15]1.CN(C(ON1N=NC2C=CC=NC1=2)=[N+](C)C)C.F[P-](F)(F)(F)(F)F.CCN(C(C)C)C(C)C. Product: [S:16]1[CH2:15][CH2:14][C@@H:18]([CH2:19][CH2:20][CH2:21][CH2:22][C:23]([NH:2][CH2:3][CH2:4][NH:5][C:6](=[O:13])/[CH:7]=[CH:8]/[C:9]([O:11][CH3:12])=[O:10])=[O:24])[S:17]1.